From a dataset of Forward reaction prediction with 1.9M reactions from USPTO patents (1976-2016). Predict the product of the given reaction. (1) Given the reactants [C:1]([OH:8])(=[O:7])[CH2:2][CH2:3][CH2:4][CH:5]=[CH2:6].[CH:9](Cl)(O)[CH:10]([Cl:12])[Cl:11].C1CCC(N=C=NC2CCCCC2)CC1.C(Cl)[Cl:31], predict the reaction product. The product is: [C:1]([O:8][CH2:9][C:10]([Cl:12])([Cl:31])[Cl:11])(=[O:7])[CH2:2][CH2:3][CH2:4][CH:5]=[CH2:6]. (2) Given the reactants [CH2:1]([N:3]1[CH2:7][CH2:6][C@H:5]([NH:8]C(=O)OC(C)(C)C)[C:4]1=[O:16])[CH3:2], predict the reaction product. The product is: [NH2:8][C@H:5]1[CH2:6][CH2:7][N:3]([CH2:1][CH3:2])[C:4]1=[O:16]. (3) Given the reactants [Cl:1][C:2]1[CH:7]=[C:6]([Cl:8])[CH:5]=[CH:4][C:3]=1[C:9]1[N:18]=[C:17]2[C:12]([C:13]([N:22](C(=O)CC)[C:23](=[O:26])[CH2:24][CH3:25])=[C:14]([CH3:21])[C:15](=[O:20])[N:16]2[CH3:19])=[CH:11][C:10]=1[C:31]1[CH:36]=[CH:35][C:34]([Cl:37])=[CH:33][CH:32]=1.CO.C([O-])([O-])=O.[Cs+].[Cs+], predict the reaction product. The product is: [Cl:37][C:34]1[CH:35]=[CH:36][C:31]([C:10]2[CH:11]=[C:12]3[C:17](=[N:18][C:9]=2[C:3]2[CH:4]=[CH:5][C:6]([Cl:8])=[CH:7][C:2]=2[Cl:1])[N:16]([CH3:19])[C:15](=[O:20])[C:14]([CH3:21])=[C:13]3[NH:22][C:23](=[O:26])[CH2:24][CH3:25])=[CH:32][CH:33]=1. (4) The product is: [Cl:37][C:34]1[CH:35]=[CH:36][C:31]([CH2:30][N:26]([CH:27]2[CH2:29][CH2:28]2)[C:25]([C@H:23]2[CH2:22][C@@H:21]([NH:45][C:46](=[O:50])[CH:47]([CH3:49])[CH3:48])[CH2:20][NH:19][CH2:24]2)=[O:44])=[CH:32][C:33]=1[O:38][CH2:39][CH2:40][CH2:41][O:42][CH3:43]. Given the reactants Cl.C1C2C(COC([N:19]3[CH2:24][C@@H:23]([C:25](=[O:44])[N:26]([CH2:30][C:31]4[CH:36]=[CH:35][C:34]([Cl:37])=[C:33]([O:38][CH2:39][CH2:40][CH2:41][O:42][CH3:43])[CH:32]=4)[CH:27]4[CH2:29][CH2:28]4)[CH2:22][C@@H:21]([NH2:45])[CH2:20]3)=O)C3C(=CC=CC=3)C=2C=CC=1.[C:46](Cl)(=[O:50])[CH:47]([CH3:49])[CH3:48], predict the reaction product. (5) Given the reactants [I:1][C:2]1[CH:3]=[CH:4][C:5]([O:10][CH3:11])=[C:6]([CH:9]=1)[CH:7]=[O:8].[BH4-].[Na+].[NH4+].[Cl-], predict the reaction product. The product is: [I:1][C:2]1[CH:3]=[CH:4][C:5]([O:10][CH3:11])=[C:6]([CH2:7][OH:8])[CH:9]=1. (6) Given the reactants [F:1][C:2]1[CH:10]=[C:9]([F:11])[CH:8]=[C:7]2[C:3]=1[C:4]([S:12][CH2:13][C:14]([O:16]C)=[O:15])=[CH:5][NH:6]2, predict the reaction product. The product is: [F:1][C:2]1[CH:10]=[C:9]([F:11])[CH:8]=[C:7]2[C:3]=1[C:4]([S:12][CH2:13][C:14]([OH:16])=[O:15])=[CH:5][NH:6]2. (7) Given the reactants [CH2:1]([N:5]1[CH2:13][C:12]2[C:7](=[CH:8][CH:9]=[C:10]([OH:14])[CH:11]=2)[C:6]1=[O:15])[CH2:2][CH2:3][CH3:4].C([O-])([O-])=O.[K+].[K+].CS(O[CH2:27][C:28]1[C:29]([CH3:41])=[N:30][C:31]([CH3:40])=[CH:32][C:33]=1[C:34]1[CH:39]=[CH:38][CH:37]=[CH:36][CH:35]=1)(=O)=O.[OH-].[Na+], predict the reaction product. The product is: [CH2:1]([N:5]1[CH2:13][C:12]2[C:7](=[CH:8][CH:9]=[C:10]([O:14][CH2:27][C:28]3[C:29]([CH3:41])=[N:30][C:31]([CH3:40])=[CH:32][C:33]=3[C:34]3[CH:35]=[CH:36][CH:37]=[CH:38][CH:39]=3)[CH:11]=2)[C:6]1=[O:15])[CH2:2][CH2:3][CH3:4].